Dataset: Peptide-MHC class II binding affinity with 134,281 pairs from IEDB. Task: Regression. Given a peptide amino acid sequence and an MHC pseudo amino acid sequence, predict their binding affinity value. This is MHC class II binding data. (1) The peptide sequence is QTNGPWMQVPLEVKR. The MHC is HLA-DQA10501-DQB10302 with pseudo-sequence HLA-DQA10501-DQB10302. The binding affinity (normalized) is 0.242. (2) The peptide sequence is DIDYVPLKSATCITR. The MHC is DRB1_0101 with pseudo-sequence DRB1_0101. The binding affinity (normalized) is 0.882. (3) The peptide sequence is LFDIHGRKDLKLVDV. The MHC is DRB1_0101 with pseudo-sequence DRB1_0101. The binding affinity (normalized) is 0.391. (4) The peptide sequence is AAPAAGYTPATPAAP. The MHC is DRB1_1501 with pseudo-sequence DRB1_1501. The binding affinity (normalized) is 0.0637. (5) The MHC is DRB1_0401 with pseudo-sequence DRB1_0401. The binding affinity (normalized) is 0.318. The peptide sequence is FTVVAAKPGFNNHEENGQSA. (6) The peptide sequence is EKKYFAATQFEPEAA. The MHC is HLA-DPA10103-DPB10601 with pseudo-sequence HLA-DPA10103-DPB10601. The binding affinity (normalized) is 0.892. (7) The peptide sequence is LQIILSGKMAHLRKV. The MHC is DRB1_1101 with pseudo-sequence DRB1_1101. The binding affinity (normalized) is 0.973. (8) The peptide sequence is AFKVACTAANAAPAN. The MHC is DRB1_0901 with pseudo-sequence DRB1_0901. The binding affinity (normalized) is 0.681.